Predict the reaction yield, written as a fraction of the theoretical maximum amount of product (1.0 means a 100% yield; for example, 0.34 means a 34% yield). From a dataset of Reaction yield outcomes from USPTO patents with 853,638 reactions. (1) The reactants are O[C:2]1[CH:3]=[C:4]([NH:8][C:9]2[N:14]=[C:13]([NH:15][C:16]3[CH:21]=[CH:20][CH:19]=[C:18](O)[CH:17]=3)[C:12]([F:23])=[CH:11][N:10]=2)[CH:5]=[CH:6][CH:7]=1.[CH2:24]([N:31]1[CH2:36][CH2:35][N:34](C2C=CC(N)=CC=2)[CH2:33][CH2:32]1)[C:25]1[CH:30]=[CH:29][CH:28]=[CH:27][CH:26]=1.Cl[C:45]1[N:50]=[C:49](Cl)[C:48](F)=[CH:47]N=1. No catalyst specified. The product is [CH2:49]([N:50]1[CH2:45][CH2:9][N:8]([C:7]2[CH:6]=[CH:5][C:4]([NH:8][C:9]3[N:14]=[C:13]([NH:15][C:16]4[CH:21]=[CH:20][C:19]([N:34]5[CH2:33][CH2:32][N:31]([CH2:24][C:25]6[CH:26]=[CH:27][CH:28]=[CH:29][CH:30]=6)[CH2:36][CH2:35]5)=[CH:18][CH:17]=4)[C:12]([F:23])=[CH:11][N:10]=3)=[CH:3][CH:2]=2)[CH2:4][CH2:3]1)[C:48]1[CH:47]=[CH:2][CH:7]=[CH:6][CH:5]=1. The yield is 0.640. (2) The reactants are [CH:1]1([C:4]([C:6]2[CH:11]=[CH:10][C:9](Cl)=[C:8]([N+:13]([O-:15])=[O:14])[CH:7]=2)=[O:5])[CH2:3][CH2:2]1.[C:16]([NH:23][CH:24]1[CH2:29][CH2:28][NH:27][CH2:26][CH2:25]1)([O:18][C:19]([CH3:22])([CH3:21])[CH3:20])=[O:17]. No catalyst specified. The product is [CH:1]1([C:4]([C:6]2[CH:11]=[CH:10][C:9]([N:27]3[CH2:26][CH2:25][CH:24]([NH:23][C:16](=[O:17])[O:18][C:19]([CH3:21])([CH3:20])[CH3:22])[CH2:29][CH2:28]3)=[C:8]([N+:13]([O-:15])=[O:14])[CH:7]=2)=[O:5])[CH2:3][CH2:2]1. The yield is 0.950. (3) The reactants are [CH:1]1[C:14]2[C:5](=[CH:6][C:7]3[C:12]([C:13]=2[CH2:15]O)=[CH:11][CH:10]=[CH:9][CH:8]=3)[CH:4]=[CH:3][CH:2]=1.P(Br)(Br)[Br:18].C([O-])([O-])=O.[K+].[K+]. The catalyst is C1(C)C=CC=CC=1. The product is [Br:18][CH2:15][C:13]1[C:14]2[C:5]([CH:6]=[C:7]3[C:12]=1[CH:11]=[CH:10][CH:9]=[CH:8]3)=[CH:4][CH:3]=[CH:2][CH:1]=2. The yield is 0.540. (4) The reactants are [CH3:1][C:2]1[C:3]([C:11]([O:13][CH2:14][CH3:15])=[O:12])=[N:4][CH:5]=[C:6]([N+:8]([O-])=O)[CH:7]=1. The catalyst is C(O)C.[Pd]. The product is [NH2:8][C:6]1[CH:7]=[C:2]([CH3:1])[C:3]([C:11]([O:13][CH2:14][CH3:15])=[O:12])=[N:4][CH:5]=1. The yield is 0.920. (5) The reactants are [CH3:1][O:2][C:3]1[CH:8]=[CH:7][C:6]([N:9]2[C:13]3[N:14]=[C:15]([CH3:21])[CH:16]=[C:17]([C:18](O)=[O:19])[C:12]=3[C:11]([CH3:22])=[N:10]2)=[CH:5][CH:4]=1.[NH2:23][C:24]1[C:25]([CH3:31])=[N:26][CH:27]=[CH:28][C:29]=1[CH3:30].O=P(Cl)(Cl)Cl. The catalyst is N1C=CC=CC=1. The product is [CH3:31][C:25]1[C:24]([NH:23][C:18]([C:17]2[C:12]3[C:11]([CH3:22])=[N:10][N:9]([C:6]4[CH:5]=[CH:4][C:3]([O:2][CH3:1])=[CH:8][CH:7]=4)[C:13]=3[N:14]=[C:15]([CH3:21])[CH:16]=2)=[O:19])=[C:29]([CH3:30])[CH:28]=[CH:27][N:26]=1. The yield is 0.240. (6) The reactants are [CH3:1][C:2]([CH3:36])([CH3:35])[C:3](=[O:34])[CH2:4][O:5][C:6]1[CH:11]=[CH:10][C:9]([C:12]([C:17]2[CH:18]=[CH:19][C:20]3[O:24][C:23]([C:25]([NH:27][CH2:28][C:29]([OH:31])=[O:30])=[O:26])=[CH:22][C:21]=3[CH:32]=2)([CH2:15][CH3:16])[CH2:13][CH3:14])=[CH:8][C:7]=1[CH3:33].[BH4-].[Na+]. No catalyst specified. The product is [CH2:13]([C:12]([C:17]1[CH:18]=[CH:19][C:20]2[O:24][C:23]([C:25]([NH:27][CH2:28][C:29]([OH:31])=[O:30])=[O:26])=[CH:22][C:21]=2[CH:32]=1)([C:9]1[CH:10]=[CH:11][C:6]([O:5][CH2:4][CH:3]([OH:34])[C:2]([CH3:35])([CH3:36])[CH3:1])=[C:7]([CH3:33])[CH:8]=1)[CH2:15][CH3:16])[CH3:14]. The yield is 0.860. (7) The reactants are [OH:1][CH:2]([C:19]1[CH:24]=[CH:23][CH:22]=[CH:21][CH:20]=1)[CH2:3][O:4][C:5]1[CH:18]=[CH:17][C:8]([CH:9]=[C:10]2[S:14][C:13](=[O:15])[NH:12][C:11]2=[O:16])=[CH:7][CH:6]=1.O.[BH4-].[Na+].C(O)(=O)C. The catalyst is C1COCC1.[OH-].[Na+].O.O.O.O.O.O.[Co](Cl)Cl.CC(=NO)C(C)=NO. The product is [OH:1][CH:2]([C:19]1[CH:20]=[CH:21][CH:22]=[CH:23][CH:24]=1)[CH2:3][O:4][C:5]1[CH:18]=[CH:17][C:8]([CH2:9][CH:10]2[S:14][C:13](=[O:15])[NH:12][C:11]2=[O:16])=[CH:7][CH:6]=1. The yield is 0.760. (8) The reactants are [NH2:1][C:2]1[N:7]([C:8]2[C:13]([F:14])=[CH:12][C:11]([O:15][CH:16]3[CH2:25][CH2:24][C:19]4(OCC[O:20]4)[CH2:18][CH2:17]3)=[CH:10][C:9]=2[F:26])[C:6](=[O:27])[CH:5]=[CH:4][C:3]=1[C:28](=[O:36])[C:29]1[CH:34]=[CH:33][C:32]([F:35])=[CH:31][CH:30]=1.Cl. The catalyst is O1CCOCC1.O. The product is [NH2:1][C:2]1[N:7]([C:8]2[C:9]([F:26])=[CH:10][C:11]([O:15][CH:16]3[CH2:25][CH2:24][C:19](=[O:20])[CH2:18][CH2:17]3)=[CH:12][C:13]=2[F:14])[C:6](=[O:27])[CH:5]=[CH:4][C:3]=1[C:28](=[O:36])[C:29]1[CH:34]=[CH:33][C:32]([F:35])=[CH:31][CH:30]=1. The yield is 0.860. (9) The reactants are Br[C:2]1[CH:7]=[C:6]([F:8])[C:5]([NH:9][C:10]2[C:14]3[CH:15]=[N:16][CH:17]=[CH:18][C:13]=3[O:12][C:11]=2[C:19]([O:21][CH2:22][CH3:23])=[O:20])=[C:4]([F:24])[CH:3]=1.[I-:25].[Na+].CN[C@@H]1CCCC[C@H]1NC. The catalyst is O1CCOCC1.ClCCl.[Cu]I. The product is [F:8][C:6]1[CH:7]=[C:2]([I:25])[CH:3]=[C:4]([F:24])[C:5]=1[NH:9][C:10]1[C:14]2[CH:15]=[N:16][CH:17]=[CH:18][C:13]=2[O:12][C:11]=1[C:19]([O:21][CH2:22][CH3:23])=[O:20]. The yield is 0.740.